This data is from Reaction yield outcomes from USPTO patents with 853,638 reactions. The task is: Predict the reaction yield, written as a fraction of the theoretical maximum amount of product (1.0 means a 100% yield; for example, 0.34 means a 34% yield). (1) The reactants are [Cl:1][C:2]1[CH:10]=[C:9]2[C:5]([C:6]([C:11]3[N:12]=[C:13]4[C:19]([C:20]([NH:22][CH:23]([CH3:25])[CH3:24])=[O:21])=[CH:18][N:17]([CH2:26][O:27][CH2:28][CH2:29][Si:30]([CH3:33])([CH3:32])[CH3:31])[C:14]4=[N:15][CH:16]=3)=[N:7][NH:8]2)=[CH:4][CH:3]=1.[H-].[Na+].Br[CH2:37][C:38]1[CH:42]=[C:41]([CH3:43])[O:40][N:39]=1. The catalyst is CN(C=O)C.O. The product is [Cl:1][C:2]1[CH:10]=[C:9]2[C:5]([C:6]([C:11]3[N:12]=[C:13]4[C:19]([C:20]([NH:22][CH:23]([CH3:25])[CH3:24])=[O:21])=[CH:18][N:17]([CH2:26][O:27][CH2:28][CH2:29][Si:30]([CH3:31])([CH3:33])[CH3:32])[C:14]4=[N:15][CH:16]=3)=[N:7][N:8]2[CH2:37][C:38]2[CH:42]=[C:41]([CH3:43])[O:40][N:39]=2)=[CH:4][CH:3]=1. The yield is 0.930. (2) The reactants are Br[C:2](Br)=[CH:3][C:4]1[CH:9]=[CH:8][CH:7]=[C:6]([F:10])[CH:5]=1.C([Li])CCC.Cl[C:18]([O:20][CH3:21])=[O:19]. The catalyst is C1COCC1.C(=O)(O)[O-].[Na+]. The product is [CH3:21][O:20][C:18](=[O:19])[C:2]#[C:3][C:4]1[CH:9]=[CH:8][CH:7]=[C:6]([F:10])[CH:5]=1. The yield is 1.00. (3) The reactants are [NH:1]1[C:9]2[CH:8]=[CH:7][CH:6]=[C:5]([CH2:10]O)[C:4]=2[CH:3]=[CH:2]1.C1(P([N:26]=[N+:27]=[N-:28])(C2C=CC=CC=2)=O)C=CC=CC=1.CCCCCCC=CCCC. The catalyst is O1CCCC1. The product is [N:26]([CH2:10][C:5]1[CH:6]=[CH:7][CH:8]=[C:9]2[C:4]=1[CH:3]=[CH:2][NH:1]2)=[N+:27]=[N-:28]. The yield is 0.880. (4) The reactants are [CH3:1][C:2]1([CH3:10])[CH2:6][NH:5][C@H:4]([C:7]([OH:9])=[O:8])[CH2:3]1.[OH-].[Na+].[C:13]([O:17][C:18](O[C:18]([O:17][C:13]([CH3:16])([CH3:15])[CH3:14])=[O:19])=[O:19])([CH3:16])([CH3:15])[CH3:14]. The catalyst is O1CCOCC1.O. The product is [C:13]([O:17][C:18]([N:5]1[CH2:6][C:2]([CH3:10])([CH3:1])[CH2:3][CH:4]1[C:7]([OH:9])=[O:8])=[O:19])([CH3:16])([CH3:15])[CH3:14]. The yield is 0.890. (5) The reactants are [CH2:1]([N:3]([CH2:38][CH3:39])[CH2:4][CH2:5][CH2:6][NH:7][C:8]1[N:9]=[C:10]([C:27]2[CH:28]=[C:29]([CH:33]=[C:34]([F:37])[C:35]=2[CH3:36])[C:30]([OH:32])=O)[C:11]2[CH:17]=[CH:16][C:15](=[O:18])[N:14]([C:19]3[C:24]([F:25])=[CH:23][CH:22]=[CH:21][C:20]=3[F:26])[C:12]=2[N:13]=1)[CH3:2].CN(C(ON1N=NC2C=CC=CC1=2)=[N+](C)C)C.F[P-](F)(F)(F)(F)F.C(N(CC)CC)C.[CH:71]1[N:75]=[C:74]([NH2:76])[S:73][CH:72]=1. The catalyst is CN(C=O)C. The product is [CH2:38]([N:3]([CH2:1][CH3:2])[CH2:4][CH2:5][CH2:6][NH:7][C:8]1[N:9]=[C:10]([C:27]2[CH:28]=[C:29]([CH:33]=[C:34]([F:37])[C:35]=2[CH3:36])[C:30]([NH:76][C:74]2[S:73][CH:72]=[CH:71][N:75]=2)=[O:32])[C:11]2[CH:17]=[CH:16][C:15](=[O:18])[N:14]([C:19]3[C:20]([F:26])=[CH:21][CH:22]=[CH:23][C:24]=3[F:25])[C:12]=2[N:13]=1)[CH3:39]. The yield is 0.460. (6) The reactants are I[C:2]1[C:6]([C:7]2[CH:12]=[CH:11][N:10]=[C:9]([NH:13][CH2:14][C@@H:15]([OH:17])[CH3:16])[N:8]=2)=[CH:5][N:4]([CH:18]([CH3:20])[CH3:19])[N:3]=1.[CH3:21][C:22]1[C:23]([NH2:37])=[N:24][CH:25]=[C:26](B2OC(C)(C)C(C)(C)O2)[CH:27]=1.C([O-])([O-])=O.[Na+].[Na+]. The catalyst is C1(C)C=CC=CC=1.CCO.C1C=CC([P]([Pd]([P](C2C=CC=CC=2)(C2C=CC=CC=2)C2C=CC=CC=2)([P](C2C=CC=CC=2)(C2C=CC=CC=2)C2C=CC=CC=2)[P](C2C=CC=CC=2)(C2C=CC=CC=2)C2C=CC=CC=2)(C2C=CC=CC=2)C2C=CC=CC=2)=CC=1. The product is [NH2:37][C:23]1[N:24]=[CH:25][C:26]([C:2]2[C:6]([C:7]3[CH:12]=[CH:11][N:10]=[C:9]([NH:13][CH2:14][C@@H:15]([OH:17])[CH3:16])[N:8]=3)=[CH:5][N:4]([CH:18]([CH3:20])[CH3:19])[N:3]=2)=[CH:27][C:22]=1[CH3:21]. The yield is 0.116.